This data is from Full USPTO retrosynthesis dataset with 1.9M reactions from patents (1976-2016). The task is: Predict the reactants needed to synthesize the given product. (1) The reactants are: C[Si]([N-][Si](C)(C)C)(C)C.[K+].[Cl-].[CH3:12][O:13][CH2:14][P+](C1C=CC=CC=1)(C1C=CC=CC=1)C1C=CC=CC=1.[NH2:34][C:35]1[C:40]([C:41]([C:43]2[CH:48]=[CH:47][CH:46]=[CH:45][C:44]=2[O:49][CH3:50])=O)=[CH:39][C:38]([Br:51])=[CH:37][N:36]=1. Given the product [Br:51][C:38]1[CH:39]=[C:40]([C:41]([C:43]2[CH:48]=[CH:47][CH:46]=[CH:45][C:44]=2[O:49][CH3:50])=[CH:12][O:13][CH3:14])[C:35]([NH2:34])=[N:36][CH:37]=1, predict the reactants needed to synthesize it. (2) The reactants are: Br[CH2:2][Cl:3].C[O:5][C:6]([C@@H:8]1[CH:13]=[CH:12][C:11]2[CH:14]=[C:15]([F:18])[CH:16]=[CH:17][C:10]=2[O:9]1)=O.[Li]CCCC.CCCCCC. Given the product [Cl:3][CH2:2][C:6]([C@@H:8]1[CH:13]=[CH:12][C:11]2[CH:14]=[C:15]([F:18])[CH:16]=[CH:17][C:10]=2[O:9]1)=[O:5], predict the reactants needed to synthesize it.